This data is from Catalyst prediction with 721,799 reactions and 888 catalyst types from USPTO. The task is: Predict which catalyst facilitates the given reaction. (1) Reactant: [Cl:1][C:2]1[CH:12]=[C:11]([F:13])[C:10]([S:14](Cl)(=[O:16])=[O:15])=[CH:9][C:3]=1[C:4]([O:6][CH2:7][CH3:8])=[O:5].[F:18][C:19]1[CH:25]=[CH:24][CH:23]=[CH:22][C:20]=1[NH2:21]. Product: [Cl:1][C:2]1[CH:12]=[C:11]([F:13])[C:10]([S:14]([NH:21][C:20]2[CH:22]=[CH:23][CH:24]=[CH:25][C:19]=2[F:18])(=[O:16])=[O:15])=[CH:9][C:3]=1[C:4]([O:6][CH2:7][CH3:8])=[O:5]. The catalyst class is: 675. (2) Reactant: Cl[C:2]1[CH:9]=[CH:8][C:5]([C:6]#[N:7])=[C:4]([CH3:10])[N:3]=1.O.[NH2:12][NH2:13].O. Product: [NH:12]([C:2]1[CH:9]=[CH:8][C:5]([C:6]#[N:7])=[C:4]([CH3:10])[N:3]=1)[NH2:13]. The catalyst class is: 8.